The task is: Regression. Given a peptide amino acid sequence and an MHC pseudo amino acid sequence, predict their binding affinity value. This is MHC class I binding data.. This data is from Peptide-MHC class I binding affinity with 185,985 pairs from IEDB/IMGT. (1) The peptide sequence is FLELKRGIY. The MHC is HLA-A11:01 with pseudo-sequence HLA-A11:01. The binding affinity (normalized) is 0.142. (2) The peptide sequence is MPVGGQSSF. The MHC is HLA-A30:01 with pseudo-sequence HLA-A30:01. The binding affinity (normalized) is 0.0847. (3) The MHC is HLA-B58:01 with pseudo-sequence HLA-B58:01. The peptide sequence is LATLKDMWK. The binding affinity (normalized) is 0.0847. (4) The peptide sequence is SYMLQGLRK. The MHC is HLA-A25:01 with pseudo-sequence HLA-A25:01. The binding affinity (normalized) is 0.0847. (5) The peptide sequence is IGDKPTCLV. The MHC is HLA-B51:01 with pseudo-sequence HLA-B51:01. The binding affinity (normalized) is 0.0847.